This data is from Peptide-MHC class I binding affinity with 185,985 pairs from IEDB/IMGT. The task is: Regression. Given a peptide amino acid sequence and an MHC pseudo amino acid sequence, predict their binding affinity value. This is MHC class I binding data. The MHC is HLA-A02:19 with pseudo-sequence HLA-A02:19. The peptide sequence is VVGADGFGY. The binding affinity (normalized) is 0.0847.